Dataset: Catalyst prediction with 721,799 reactions and 888 catalyst types from USPTO. Task: Predict which catalyst facilitates the given reaction. (1) Reactant: [OH:1][CH2:2][CH2:3][CH2:4][O:5][C:6]1[C:31]([O:32][CH3:33])=[CH:30][C:9]2[C:10]3[N:15]([CH:16]([C:18]([CH3:23])([CH3:22])[CH2:19][O:20][CH3:21])[CH2:17][C:8]=2[CH:7]=1)[CH:14]=[C:13]([C:24]([O:26]CC)=[O:25])[C:12](=[O:29])[CH:11]=3.[Li+].[OH-].Cl. Product: [OH:1][CH2:2][CH2:3][CH2:4][O:5][C:6]1[C:31]([O:32][CH3:33])=[CH:30][C:9]2[C:10]3[N:15]([CH:16]([C:18]([CH3:22])([CH3:23])[CH2:19][O:20][CH3:21])[CH2:17][C:8]=2[CH:7]=1)[CH:14]=[C:13]([C:24]([OH:26])=[O:25])[C:12](=[O:29])[CH:11]=3. The catalyst class is: 219. (2) Product: [CH2:1]([O:8][CH2:9][CH2:10][O:11][CH2:12][CH2:13][O:14][C:15]1[CH:20]=[CH:19][C:18](/[C:21](/[C:33]2[CH:38]=[CH:37][CH:36]=[CH:35][CH:34]=2)=[C:22](\[C:26]2[CH:31]=[CH:30][CH:29]=[CH:28][CH:27]=2)/[CH2:23][CH2:24][Cl:48])=[CH:17][CH:16]=1)[C:2]1[CH:7]=[CH:6][CH:5]=[CH:4][CH:3]=1. Reactant: [CH2:1]([O:8][CH2:9][CH2:10][O:11][CH2:12][CH2:13][O:14][C:15]1[CH:20]=[CH:19][C:18]([C:21]([C:33]2[CH:38]=[CH:37][CH:36]=[CH:35][CH:34]=2)(O)[CH:22]([C:26]2[CH:31]=[CH:30][CH:29]=[CH:28][CH:27]=2)[CH2:23][CH2:24]O)=[CH:17][CH:16]=1)[C:2]1[CH:7]=[CH:6][CH:5]=[CH:4][CH:3]=1.C(N(CC)CC)C.S(Cl)([Cl:48])=O. The catalyst class is: 11. (3) Reactant: CC1(C)C(C)(C)OB([C:9]2[CH2:14][CH2:13][N:12]([C:15]([O:17][C:18]([CH3:21])([CH3:20])[CH3:19])=[O:16])[CH2:11][CH:10]=2)O1.C(COC)OC.[CH2:29]([O:36][C:37]1[CH:42]=[CH:41][C:40](Br)=[CH:39][CH:38]=1)[C:30]1[CH:35]=[CH:34][CH:33]=[CH:32][CH:31]=1.C(=O)([O-])[O-].[Na+].[Na+]. Product: [CH2:29]([O:36][C:37]1[CH:42]=[CH:41][C:40]([C:9]2[CH2:14][CH2:13][N:12]([C:15]([O:17][C:18]([CH3:19])([CH3:20])[CH3:21])=[O:16])[CH2:11][CH:10]=2)=[CH:39][CH:38]=1)[C:30]1[CH:35]=[CH:34][CH:33]=[CH:32][CH:31]=1. The catalyst class is: 189. (4) Reactant: [NH2:1][CH2:2][C:3]1[CH:8]=[CH:7][C:6]([CH:9]([CH3:29])[C:10]([NH:12][CH2:13][C:14]2[C:15]([N:24]3[CH2:28][CH2:27][CH2:26][CH2:25]3)=[N:16][C:17]([C:20]([F:23])([F:22])[F:21])=[CH:18][CH:19]=2)=[O:11])=[CH:5][C:4]=1[O:30][CH3:31].[CH3:32][S:33](Cl)(=[O:35])=[O:34]. Product: [CH3:31][O:30][C:4]1[CH:5]=[C:6]([CH:9]([CH3:29])[C:10]([NH:12][CH2:13][C:14]2[C:15]([N:24]3[CH2:28][CH2:27][CH2:26][CH2:25]3)=[N:16][C:17]([C:20]([F:21])([F:22])[F:23])=[CH:18][CH:19]=2)=[O:11])[CH:7]=[CH:8][C:3]=1[CH2:2][NH:1][S:33]([CH3:32])(=[O:35])=[O:34]. The catalyst class is: 529. (5) Reactant: [CH:1]1([C:5]2[NH:14][C:8]3=[N+:9]([O-])[CH:10]=[CH:11][CH:12]=[C:7]3[CH:6]=2)[CH2:4][CH2:3][CH2:2]1.CS([Cl:19])(=O)=O.[OH-].[Na+]. Product: [Cl:19][C:12]1[CH:11]=[CH:10][N:9]=[C:8]2[NH:14][C:5]([CH:1]3[CH2:4][CH2:3][CH2:2]3)=[CH:6][C:7]=12. The catalyst class is: 9. (6) Reactant: [C:1]1([C@@H:7]2[O:9][C@H:8]2[C:10]([O-:12])=O)[CH:6]=[CH:5][CH:4]=[CH:3][CH:2]=1.[K+].[CH:14]1[CH:15]=CC2N(O)N=N[C:18]=2[CH:19]=1.C[N:25]1[CH2:30][CH2:29][O:28][CH2:27][CH2:26]1.[CH3:31][CH2:32]N=C=NCCCN(C)C.Cl. Product: [CH:29]1([CH2:30][N:25]([C@@H:26]2[CH2:18][CH2:19][CH2:14][CH2:15][C@H:27]2[OH:28])[C:10]([C@H:8]2[C@H:7]([C:1]3[CH:2]=[CH:3][CH:4]=[CH:5][CH:6]=3)[O:9]2)=[O:12])[CH2:32][CH2:31]1. The catalyst class is: 1.